From a dataset of Catalyst prediction with 721,799 reactions and 888 catalyst types from USPTO. Predict which catalyst facilitates the given reaction. (1) Reactant: [CH:1]([CH:3]1[NH:7][C:6](=[O:8])[CH2:5][CH2:4]1)=[CH2:2].[OH-:9].[K+]. Product: [NH2:7][CH:3]([CH:1]=[CH2:2])[CH2:4][CH2:5][C:6]([OH:8])=[O:9]. The catalyst class is: 252. (2) Reactant: [CH:1]1[C:6]([NH2:7])=[CH:5][CH:4]=[C:3]([As:8]([OH:11])([OH:10])=[O:9])[CH:2]=1.C(=O)([O-])[O-].[Na+].[Na+].[Br:18][CH2:19][C:20](Br)=[O:21]. Product: [Br:18][CH2:19][C:20]([NH:7][C:6]1[CH:1]=[CH:2][C:3]([As:8]([OH:10])(=[O:11])[OH:9])=[CH:4][CH:5]=1)=[O:21]. The catalyst class is: 229. (3) Reactant: [F:1][C:2]([F:18])([F:17])[C:3]1[CH:8]=[C:7]([C:9]([F:12])([F:11])[F:10])[CH:6]=[CH:5][C:4]=1[CH2:13][CH2:14][CH2:15][OH:16].[C:19]([O:23][C:24](=[O:48])[CH2:25][CH2:26][N:27]([C:41]([O:43][C:44]([CH3:47])([CH3:46])[CH3:45])=[O:42])[CH2:28][C:29]([N:31]1[C:39]2[C:34](=[CH:35][C:36](O)=[CH:37][CH:38]=2)[CH2:33][CH2:32]1)=[O:30])([CH3:22])([CH3:21])[CH3:20].C1(P(C2C=CC=CC=2)C2C=CC=CC=2)C=CC=CC=1.CCOC(/N=N/C(OCC)=O)=O. Product: [C:19]([O:23][C:24](=[O:48])[CH2:25][CH2:26][N:27]([CH2:28][C:29]([N:31]1[C:39]2[C:34](=[CH:35][C:36]([O:16][CH2:15][CH2:14][CH2:13][C:4]3[CH:5]=[CH:6][C:7]([C:9]([F:10])([F:11])[F:12])=[CH:8][C:3]=3[C:2]([F:17])([F:18])[F:1])=[CH:37][CH:38]=2)[CH2:33][CH2:32]1)=[O:30])[C:41]([O:43][C:44]([CH3:47])([CH3:46])[CH3:45])=[O:42])([CH3:20])([CH3:21])[CH3:22]. The catalyst class is: 1. (4) Reactant: C([O:3][C:4]([C@@H:6]1[C@@H:8]([C:9](=[O:37])[N:10]([C:19]2[CH:24]=[CH:23][C:22]([C:25](=[O:36])[NH:26][C:27]3[S:28][C:29]4[CH:35]=[CH:34][CH:33]=[CH:32][C:30]=4[N:31]=3)=[CH:21][CH:20]=2)[CH2:11][C:12]2[CH:17]=[CH:16][C:15]([F:18])=[CH:14][CH:13]=2)[O:7]1)=[O:5])C.C(O)C.[OH-].[K+]. Product: [S:28]1[C:29]2[CH:35]=[CH:34][CH:33]=[CH:32][C:30]=2[N:31]=[C:27]1[NH:26][C:25]([C:22]1[CH:21]=[CH:20][C:19]([N:10]([CH2:11][C:12]2[CH:13]=[CH:14][C:15]([F:18])=[CH:16][CH:17]=2)[C:9]([C@H:8]2[O:7][C@@H:6]2[C:4]([OH:5])=[O:3])=[O:37])=[CH:24][CH:23]=1)=[O:36]. The catalyst class is: 6. (5) Product: [F:1][C:2]1[CH:3]=[CH:4][C:5]([S:8]([C:11]2[N:12]=[C:13]([NH:21][C:22]3[CH:26]=[C:25]([CH3:27])[NH:24][N:23]=3)[C:14]3[C:19]([CH:20]=2)=[CH:18][CH:17]=[CH:16][CH:15]=3)(=[O:9])=[O:10])=[CH:6][CH:7]=1. The catalyst class is: 2. Reactant: [F:1][C:2]1[CH:7]=[CH:6][C:5]([S:8]([C:11]2[N:12]=[C:13]([NH:21][C:22]3[CH:26]=[C:25]([CH3:27])[N:24](C(OC(C)(C)C)=O)[N:23]=3)[C:14]3[C:19]([CH:20]=2)=[CH:18][CH:17]=[CH:16][CH:15]=3)(=[O:10])=[O:9])=[CH:4][CH:3]=1.Cl.O1CCOCC1.C(O)(C(F)(F)F)=O.C(=O)([O-])O.[Na+]. (6) Reactant: C[O:2][C:3](=O)[C:4]([F:23])([F:22])[CH2:5][N:6]([C:12]1[C:17]([N+:18]([O-])=O)=[CH:16][N:15]=[C:14]([Cl:21])[N:13]=1)[CH:7]1[CH2:11][CH2:10][CH2:9][CH2:8]1. Product: [Cl:21][C:14]1[N:15]=[CH:16][C:17]2[NH:18][C:3](=[O:2])[C:4]([F:23])([F:22])[CH2:5][N:6]([CH:7]3[CH2:11][CH2:10][CH2:9][CH2:8]3)[C:12]=2[N:13]=1. The catalyst class is: 180. (7) Product: [CH3:2][C:3]1([CH3:23])[O:7][CH:6]([CH2:8][C:9]2[CH:10]=[C:11]([C:17]3[CH2:22][CH2:21][N:20]([CH3:26])[CH2:19][CH:18]=3)[CH:12]=[CH:13][C:14]=2[O:15][CH3:16])[CH2:5][O:4]1. The catalyst class is: 5. Reactant: [I-].[CH3:2][C:3]1([CH3:23])[O:7][CH:6]([CH2:8][C:9]2[CH:10]=[C:11]([C:17]3[CH:22]=[CH:21][NH+:20]=[CH:19][CH:18]=3)[CH:12]=[CH:13][C:14]=2[O:15][CH3:16])[CH2:5][O:4]1.[BH4-].[Na+].[C:26](OCC)(=O)C.C(=O)([O-])[O-].[Na+].[Na+]. (8) Reactant: [N:1]1[CH:6]=[CH:5][C:4]([CH2:7][C:8]#[N:9])=[CH:3][CH:2]=1.[CH3:10][N:11]([CH:13](OC)OC)[CH3:12]. Product: [CH3:10][N:11]([CH3:12])/[CH:13]=[C:7](/[C:4]1[CH:5]=[CH:6][N:1]=[CH:2][CH:3]=1)\[C:8]#[N:9]. The catalyst class is: 3. (9) Reactant: C([O:3][C:4](=[O:42])[C:5]([CH3:41])([O:34][C:35]1[CH:40]=[CH:39][CH:38]=[CH:37][CH:36]=1)[CH2:6][C:7]1[CH:12]=[CH:11][CH:10]=[C:9]([O:13][CH2:14][CH2:15][CH:16]2[CH2:20][N:19]([CH2:21][C:22]3[CH:27]=[CH:26][C:25]([C:28]([F:31])([F:30])[F:29])=[CH:24][CH:23]=3)[C:18](=[O:32])[N:17]2[CH3:33])[CH:8]=1)C.[OH-].[Na+].Cl. Product: [CH3:41][C:5]([O:34][C:35]1[CH:40]=[CH:39][CH:38]=[CH:37][CH:36]=1)([CH2:6][C:7]1[CH:12]=[CH:11][CH:10]=[C:9]([O:13][CH2:14][CH2:15][CH:16]2[CH2:20][N:19]([CH2:21][C:22]3[CH:27]=[CH:26][C:25]([C:28]([F:31])([F:29])[F:30])=[CH:24][CH:23]=3)[C:18](=[O:32])[N:17]2[CH3:33])[CH:8]=1)[C:4]([OH:42])=[O:3]. The catalyst class is: 5.